From a dataset of Reaction yield outcomes from USPTO patents with 853,638 reactions. Predict the reaction yield, written as a fraction of the theoretical maximum amount of product (1.0 means a 100% yield; for example, 0.34 means a 34% yield). The catalyst is C(O)C.O.O1CCCC1. The reactants are [NH2:1][C:2]1[C:11]([Cl:12])=[CH:10][C:5]([C:6]([O:8][CH3:9])=[O:7])=[CH:4][C:3]=1[N+:13]([O-])=O.S(S([O-])=O)([O-])=O.[Na+].[Na+].C(=O)(O)[O-].[Na+]. The yield is 0.260. The product is [NH2:13][C:3]1[CH:4]=[C:5]([CH:10]=[C:11]([Cl:12])[C:2]=1[NH2:1])[C:6]([O:8][CH3:9])=[O:7].